Predict the product of the given reaction. From a dataset of Forward reaction prediction with 1.9M reactions from USPTO patents (1976-2016). Given the reactants [CH3:1][O:2][C:3]1[CH:4]=[C:5]([CH:8]=[C:9]([O:11][CH3:12])[CH:10]=1)[C:6]#[N:7].Cl.[OH:14][NH2:15].C(=O)([O-])[O-].[K+].[K+], predict the reaction product. The product is: [OH:14][N:15]=[C:6]([NH2:7])[C:5]1[CH:8]=[C:9]([O:11][CH3:12])[CH:10]=[C:3]([O:2][CH3:1])[CH:4]=1.